Dataset: Forward reaction prediction with 1.9M reactions from USPTO patents (1976-2016). Task: Predict the product of the given reaction. (1) The product is: [NH2:1][C:2]1[N:10]=[C:9]2[CH:8]=[CH:7][C:6]([O:21][C:22]3[CH:23]=[CH:24][C:25]([F:38])=[C:26]([NH:28][C:29]([C:31]4[N:35]([CH3:36])[N:34]=[C:33]([CH3:37])[CH:32]=4)=[O:30])[CH:27]=3)=[CH:5][N:4]2[CH:3]=1. Given the reactants [NH2:1][C:2](=O)[CH2:3][N:4]1[CH:9]([NH:10]S(C2C=CC(C)=CC=2)(=O)=O)[CH:8]=[CH:7][C:6]([O:21][C:22]2[CH:23]=[CH:24][C:25]([F:38])=[C:26]([NH:28][C:29]([C:31]3[N:35]([CH3:36])[N:34]=[C:33]([CH3:37])[CH:32]=3)=[O:30])[CH:27]=2)=[CH:5]1.FC(F)(F)C(OC(=O)C(F)(F)F)=O, predict the reaction product. (2) Given the reactants [Br:1][C:2]1[C:3]([NH2:9])=[N:4][CH:5]=[C:6]([Br:8])[N:7]=1.[Li+].C[Si]([N-][Si](C)(C)C)(C)C.[CH2:20](Br)[CH:21]=[CH2:22], predict the reaction product. The product is: [CH2:22]([NH:9][C:3]1[C:2]([Br:1])=[N:7][C:6]([Br:8])=[CH:5][N:4]=1)[CH:21]=[CH2:20].